This data is from Reaction yield outcomes from USPTO patents with 853,638 reactions. The task is: Predict the reaction yield, written as a fraction of the theoretical maximum amount of product (1.0 means a 100% yield; for example, 0.34 means a 34% yield). (1) The reactants are [CH:1]1C=C[NH+]=C[CH:6]=1.[O-][Cr](Cl)(=O)=O.[OH:12][CH:13]([CH2:19][CH2:20][CH2:21][CH2:22][CH2:23][CH3:24])[CH2:14][CH2:15][C:16]([OH:18])=[O:17].Cl. The catalyst is ClCCl. The product is [O:12]=[C:13]([CH2:19][CH2:20][CH2:21][CH2:22][CH2:23][CH3:24])[CH2:14][CH2:15][C:16]([O:18][CH2:1][CH3:6])=[O:17]. The yield is 0.460. (2) The reactants are [Cl:1][CH2:2][C:3]1[N:4]=[C:5]([CH2:8][NH:9]C(=O)OC(C)(C)C)[S:6][CH:7]=1.[F:17][C:18]([F:27])([F:26])[C:19]1[CH:24]=[CH:23][C:22]([OH:25])=[CH:21][CH:20]=1.C(=O)([O-])[O-].[K+].[K+].CC(C)=O. The catalyst is C(OCC)(=O)C. The product is [ClH:1].[F:17][C:18]([F:26])([F:27])[C:19]1[CH:24]=[CH:23][C:22]([O:25][CH2:2][C:3]2[N:4]=[C:5]([CH2:8][NH2:9])[S:6][CH:7]=2)=[CH:21][CH:20]=1. The yield is 0.770. (3) The reactants are [NH:1]1[CH2:6][CH2:5][O:4][CH2:3][CH2:2]1.Br[CH2:8][C:9]([C:11]1[CH:16]=[CH:15][CH:14]=[C:13]([Br:17])[CH:12]=1)=[O:10]. The catalyst is CCOCC.ClCCl. The product is [Br:17][C:13]1[CH:12]=[C:11]([C:9](=[O:10])[CH2:8][N:1]2[CH2:6][CH2:5][O:4][CH2:3][CH2:2]2)[CH:16]=[CH:15][CH:14]=1. The yield is 1.00. (4) The reactants are [N+:1]([C:4]1[CH:15]=[CH:14][C:7]([CH2:8][C@@H:9]([C:11]([OH:13])=[O:12])[NH2:10])=[CH:6][CH:5]=1)([O-:3])=[O:2].[OH-].[Na+].[Cl:18][C:19]1[CH:27]=[CH:26][CH:25]=[C:24]([Cl:28])[C:20]=1[C:21](Cl)=[O:22].Cl. The catalyst is O.CC(C)=O. The product is [Cl:18][C:19]1[CH:27]=[CH:26][CH:25]=[C:24]([Cl:28])[C:20]=1[C:21]([NH:10][C@H:9]([C:11]([OH:13])=[O:12])[CH2:8][C:7]1[CH:6]=[CH:5][C:4]([N+:1]([O-:3])=[O:2])=[CH:15][CH:14]=1)=[O:22]. The yield is 0.950. (5) The reactants are [C:1]([O:5][C:6]([NH:8][C:9]([CH3:26])([CH3:25])[CH2:10][C:11]1[C:19]2[C:14](=[C:15]([O:20][CH2:21][C:22](O)=[O:23])[CH:16]=[CH:17][CH:18]=2)[NH:13][CH:12]=1)=[O:7])([CH3:4])([CH3:3])[CH3:2].[CH3:27][NH2:28]. The catalyst is CN(C)C=O. The product is [C:1]([O:5][C:6](=[O:7])[NH:8][C:9]([CH3:25])([CH3:26])[CH2:10][C:11]1[C:19]2[C:14](=[C:15]([O:20][CH2:21][C:22](=[O:23])[NH:28][CH3:27])[CH:16]=[CH:17][CH:18]=2)[NH:13][CH:12]=1)([CH3:3])([CH3:4])[CH3:2]. The yield is 0.750. (6) The reactants are [NH2:1][C@H:2]([C:34]1[CH:39]=[CH:38][CH:37]=[CH:36][CH:35]=1)[CH2:3][N:4]1[C:9](=[O:10])[C:8]([C:11]2[CH:16]=[CH:15][CH:14]=[C:13]([O:17][CH3:18])[C:12]=2[F:19])=[C:7]([CH3:20])[N:6]([CH2:21][C:22]2[C:27]([C:28]([F:31])([F:30])[F:29])=[CH:26][CH:25]=[CH:24][C:23]=2[F:32])[C:5]1=[O:33].C(N(C(C)C)CC)(C)C.Br[CH2:50][CH2:51][CH2:52][C:53]#[N:54]. The catalyst is C(#N)C. The product is [C:53]([CH2:52][CH2:51][CH2:50][NH:1][C@H:2]([C:34]1[CH:39]=[CH:38][CH:37]=[CH:36][CH:35]=1)[CH2:3][N:4]1[C:9](=[O:10])[C:8]([C:11]2[CH:16]=[CH:15][CH:14]=[C:13]([O:17][CH3:18])[C:12]=2[F:19])=[C:7]([CH3:20])[N:6]([CH2:21][C:22]2[C:27]([C:28]([F:29])([F:31])[F:30])=[CH:26][CH:25]=[CH:24][C:23]=2[F:32])[C:5]1=[O:33])#[N:54]. The yield is 0.940.